This data is from Catalyst prediction with 721,799 reactions and 888 catalyst types from USPTO. The task is: Predict which catalyst facilitates the given reaction. (1) Product: [C:1]([C:5]1[CH:10]=[CH:9][C:8]([C:14]2[C:19]([C:8]3[CH:9]=[CH:10][C:5]([C:1]([CH3:4])([CH3:3])[CH3:2])=[CH:6][CH:7]=3)=[CH:18][C:17]3[C:5]([CH3:10])([CH3:6])[C:17]4[C:16](=[CH:15][C:14]([C:8]5[CH:9]=[CH:10][C:5]([C:1]([CH3:4])([CH3:2])[CH3:3])=[CH:6][CH:7]=5)=[C:19]([C:8]5[CH:9]=[CH:10][C:5]([C:1]([CH3:4])([CH3:3])[CH3:2])=[CH:6][CH:7]=5)[CH:18]=4)[C:1]([CH3:3])([CH3:2])[C:16]=3[CH:15]=2)=[CH:7][CH:6]=1)([CH3:4])([CH3:3])[CH3:2]. Reactant: [C:1]([C:5]1[CH:10]=[CH:9][C:8](B(O)O)=[CH:7][CH:6]=1)([CH3:4])([CH3:3])[CH3:2].[CH:14]1[CH:19]=[CH:18][CH:17]=[CH:16][CH:15]=1.C(=O)([O-])[O-].[K+].[K+]. The catalyst class is: 461. (2) Reactant: C([S-])#N.[K+:4].[CH3:5][C:6]1([S:9]([O:12]CC2C=CC=CC=2)(=[O:11])=[O:10])[CH2:8][CH2:7]1. Product: [CH3:5][C:6]1([S:9]([O-:12])(=[O:11])=[O:10])[CH2:8][CH2:7]1.[K+:4]. The catalyst class is: 149. (3) Reactant: [CH:1]([Si:3](Cl)(Cl)Cl)=[CH2:2].[CH3:7][C:8]([CH3:11])([O-:10])[CH3:9].[K+]. Product: [C:8]([O:10][C:1]([SiH3:3])=[C:2]([O:10][C:8]([CH3:11])([CH3:9])[CH3:7])[O:10][C:8]([CH3:11])([CH3:9])[CH3:7])([CH3:11])([CH3:9])[CH3:7]. The catalyst class is: 81. (4) Product: [C:1]([C:3]1[CH:7]=[N:6][N:5]2[C:13]([C:15]3[CH:16]=[C:17]([N:21]([CH2:26][CH3:27])[S:22]([CH3:25])(=[O:24])=[O:23])[CH:18]=[CH:19][CH:20]=3)=[CH:12][CH:11]=[N:8][C:4]=12)#[N:2]. The catalyst class is: 15. Reactant: [C:1]([C:3]1[CH:7]=[N:6][NH:5][C:4]=1[NH2:8])#[N:2].CN(C)[CH:11]=[CH:12][C:13]([C:15]1[CH:16]=[C:17]([N:21]([CH2:26][CH3:27])[S:22]([CH3:25])(=[O:24])=[O:23])[CH:18]=[CH:19][CH:20]=1)=O.C(OCC)(=O)C.